This data is from Catalyst prediction with 721,799 reactions and 888 catalyst types from USPTO. The task is: Predict which catalyst facilitates the given reaction. (1) Reactant: [N:1]1[C:10]2[C:5](=[CH:6][CH:7]=[CH:8][C:9]=2[C:11]([OH:13])=O)[CH:4]=[CH:3][CH:2]=1.C(Cl)(=O)C(Cl)=O.CN(C=O)C.CCN(C(C)C)C(C)C.[C:34]([O:38][C:39]([CH3:42])([CH3:41])[CH3:40])(=[O:37])[NH:35][NH2:36]. Product: [N:1]1[C:10]2[C:5](=[CH:6][CH:7]=[CH:8][C:9]=2[C:11]([NH:36][NH:35][C:34]([O:38][C:39]([CH3:42])([CH3:41])[CH3:40])=[O:37])=[O:13])[CH:4]=[CH:3][CH:2]=1. The catalyst class is: 4. (2) Reactant: [Cl-:1].[C:2]([NH:5][C:6]1[CH:25]=[CH:24][C:9]([NH:10][C:11]2[C:20]3[C:15](=[CH:16][CH:17]=[C:18]([N+:21]([O-])=O)[CH:19]=3)[NH+:14]=[CH:13][CH:12]=2)=[CH:8][CH:7]=1)(=[O:4])[CH3:3]. Product: [Cl-:1].[C:2]([NH:5][C:6]1[CH:25]=[CH:24][C:9]([NH:10][C:11]2[C:20]3[C:15](=[CH:16][CH:17]=[C:18]([NH2:21])[CH:19]=3)[NH+:14]=[CH:13][CH:12]=2)=[CH:8][CH:7]=1)(=[O:4])[CH3:3]. The catalyst class is: 19. (3) Reactant: [NH2:1][C:2]1[N:7]=[C:6]([N:8]2[CH2:13][CH2:12][O:11][CH2:10][CH2:9]2)[N:5]=[C:4]([O:14][CH2:15][C:16]([CH3:19])([OH:18])[CH3:17])[CH:3]=1.N1C=CN=C1.[Si:25](Cl)([C:28]([CH3:31])([CH3:30])[CH3:29])([CH3:27])[CH3:26].C(OCC)(=O)C. Product: [C:28]([Si:25]([CH3:27])([CH3:26])[O:18][C:16]([CH3:19])([CH3:17])[CH2:15][O:14][C:4]1[N:5]=[C:6]([N:8]2[CH2:13][CH2:12][O:11][CH2:10][CH2:9]2)[N:7]=[C:2]([NH2:1])[CH:3]=1)([CH3:31])([CH3:30])[CH3:29]. The catalyst class is: 9. (4) Reactant: [Br:1][C:2]1[CH:3]=[C:4]([CH:7]=[CH:8][C:9]=1[OH:10])[C:5]#[N:6].CCN(C(C)C)C(C)C.Cl[CH2:21][O:22][CH2:23][CH2:24][O:25][CH3:26]. Product: [Br:1][C:2]1[CH:3]=[C:4]([CH:7]=[CH:8][C:9]=1[O:10][CH2:21][O:22][CH2:23][CH2:24][O:25][CH3:26])[C:5]#[N:6]. The catalyst class is: 4. (5) Reactant: [Br:1][C:2]1[CH:3]=[C:4]([NH:10][C:11]2[CH:15]=[C:14]([CH3:16])[NH:13][N:12]=2)[C:5](=[O:9])[N:6]([CH3:8])[CH:7]=1.[H-].[Na+].Br[CH2:20][CH2:21][O:22][Si:23]([C:26]([CH3:29])([CH3:28])[CH3:27])([CH3:25])[CH3:24].O. Product: [Br:1][C:2]1[CH:3]=[C:4]([NH:10][C:11]2[CH:15]=[C:14]([CH3:16])[N:13]([CH2:20][CH2:21][O:22][Si:23]([C:26]([CH3:29])([CH3:28])[CH3:27])([CH3:25])[CH3:24])[N:12]=2)[C:5](=[O:9])[N:6]([CH3:8])[CH:7]=1. The catalyst class is: 3. (6) Reactant: [CH2:1]([O:5][C:6]1[CH:10]=[C:9]([C:11]([O:13][CH3:14])=[O:12])[NH:8][N:7]=1)[CH2:2][CH2:3][CH3:4].[Cl:15][C:16]1[CH:21]=[C:20]([C:22]([F:25])([F:24])[F:23])[CH:19]=[CH:18][C:17]=1[CH2:26]Cl.C(=O)([O-])[O-].[K+].[K+].CN(C)C=O. Product: [CH2:1]([O:5][C:6]1[CH:10]=[C:9]([C:11]([O:13][CH3:14])=[O:12])[N:8]([CH2:26][C:17]2[CH:18]=[CH:19][C:20]([C:22]([F:23])([F:25])[F:24])=[CH:21][C:16]=2[Cl:15])[N:7]=1)[CH2:2][CH2:3][CH3:4]. The catalyst class is: 6. (7) Reactant: C(OC([NH:8][C:9]1[S:10][C:11]([C:18]2[CH:23]=[CH:22][C:21]([F:24])=[C:20]([F:25])[CH:19]=2)=[CH:12][C:13]=1[C:14]([O:16][CH3:17])=[O:15])=O)(C)(C)C.Cl. Product: [NH2:8][C:9]1[S:10][C:11]([C:18]2[CH:23]=[CH:22][C:21]([F:24])=[C:20]([F:25])[CH:19]=2)=[CH:12][C:13]=1[C:14]([O:16][CH3:17])=[O:15]. The catalyst class is: 12. (8) Reactant: [Cl:1][C:2]1[CH:20]=[CH:19][C:5]([O:6][CH:7]([C:13](=O)[C:14]([F:17])([F:16])[F:15])[C:8](OCC)=[O:9])=[CH:4][C:3]=1[C:21]([F:24])([F:23])[F:22].[CH3:25][O:26][C:27]1[N:32]=[C:31]([NH:33][C:34]([NH2:36])=[NH:35])[CH:30]=[CH:29][CH:28]=1.C(N(CC)C(C)C)(C)C. Product: [Cl:1][C:2]1[CH:20]=[CH:19][C:5]([O:6][C:7]2[C:8](=[O:9])[NH:35][C:34]([NH:33][C:31]3[CH:30]=[CH:29][CH:28]=[C:27]([O:26][CH3:25])[N:32]=3)=[N:36][C:13]=2[C:14]([F:17])([F:16])[F:15])=[CH:4][C:3]=1[C:21]([F:22])([F:23])[F:24]. The catalyst class is: 3. (9) Reactant: [C:1]([C:3]1[CH:8]=[CH:7][C:6]([S:9](Cl)(=[O:11])=[O:10])=[CH:5][CH:4]=1)#[N:2].C(=O)([O-])[O-:14].[Ag+2:17].CCCCCC.C(OCC)(=O)C. Product: [C:1]([C:3]1[CH:8]=[CH:7][C:6]([S:9]([O-:11])(=[O:14])=[O:10])=[CH:5][CH:4]=1)#[N:2].[Ag+:17]. The catalyst class is: 47. (10) Reactant: [CH3:1][C:2]1([CH3:37])[CH:11]=[CH:10][C:9]2[C:4](=[CH:5][CH:6]=[CH:7][CH:8]=2)[N:3]1[CH2:12][C:13]1[CH:32]=[CH:31][C:16]([CH2:17][NH:18][C:19]2[CH:24]=[CH:23][C:22]([CH2:25][CH2:26][C:27]([OH:29])=[O:28])=[C:21]([F:30])[CH:20]=2)=[CH:15][C:14]=1[O:33][CH:34]([CH3:36])[CH3:35].[OH-].[Na+].[Cl-].[Ca+2:41].[Cl-]. The catalyst class is: 24. Product: [Ca+2:41].[CH3:1][C:2]1([CH3:37])[CH:11]=[CH:10][C:9]2[C:4](=[CH:5][CH:6]=[CH:7][CH:8]=2)[N:3]1[CH2:12][C:13]1[CH:32]=[CH:31][C:16]([CH2:17][NH:18][C:19]2[CH:24]=[CH:23][C:22]([CH2:25][CH2:26][C:27]([O-:29])=[O:28])=[C:21]([F:30])[CH:20]=2)=[CH:15][C:14]=1[O:33][CH:34]([CH3:35])[CH3:36].[CH3:1][C:2]1([CH3:37])[CH:11]=[CH:10][C:9]2[C:4](=[CH:5][CH:6]=[CH:7][CH:8]=2)[N:3]1[CH2:12][C:13]1[CH:32]=[CH:31][C:16]([CH2:17][NH:18][C:19]2[CH:24]=[CH:23][C:22]([CH2:25][CH2:26][C:27]([O-:29])=[O:28])=[C:21]([F:30])[CH:20]=2)=[CH:15][C:14]=1[O:33][CH:34]([CH3:35])[CH3:36].